This data is from Forward reaction prediction with 1.9M reactions from USPTO patents (1976-2016). The task is: Predict the product of the given reaction. (1) Given the reactants [S:1]1[C:5]2[CH:6]=[CH:7][CH:8]=[CH:9][C:4]=2[C:3]([C:10]2[CH:15]=[CH:14][CH:13]=[CH:12][C:11]=2[CH2:16][C:17]([O:19]C)=[O:18])=[CH:2]1.S1C2C=CC=CC=2C=C1C1C=CC=CC=1CC(OC)=O, predict the reaction product. The product is: [S:1]1[C:5]2[CH:6]=[CH:7][CH:8]=[CH:9][C:4]=2[C:3]([C:10]2[CH:15]=[CH:14][CH:13]=[CH:12][C:11]=2[CH2:16][C:17]([OH:19])=[O:18])=[CH:2]1. (2) Given the reactants [CH2:1]([N:8]1[CH2:13][CH2:12][C:11](=O)[CH2:10][CH:9]1[CH3:15])[C:2]1[CH:7]=[CH:6][CH:5]=[CH:4][CH:3]=1.[F:16][C:17]1[CH:18]=[C:19]([CH:21]=[CH:22][CH:23]=1)[NH2:20].[Si]([C:28]#[N:29])(C)(C)C.[NH4+].[OH-], predict the reaction product. The product is: [CH2:1]([N:8]1[CH2:13][CH2:12][C:11]([NH:20][C:19]2[CH:21]=[CH:22][CH:23]=[C:17]([F:16])[CH:18]=2)([C:28]#[N:29])[CH2:10][CH:9]1[CH3:15])[C:2]1[CH:7]=[CH:6][CH:5]=[CH:4][CH:3]=1. (3) Given the reactants [Cl:1][C:2]1[C:7]([F:8])=[CH:6][CH:5]=[C:4]([Cl:9])[C:3]=1[C@H:10]([O:12][C:13]1[C:14]2[O:22][CH:21]=[C:20]([C:23]3[CH2:24][CH2:25][NH:26][CH2:27][CH:28]=3)[C:15]=2[CH:16]=[N:17][C:18]=1[NH2:19])[CH3:11].C(OC([N:36]1[CH2:40][CH2:39][CH2:38][C@@:37]1([CH3:44])[C:41](O)=[O:42])=O)(C)(C)C.CN(C(ON1N=NC2C=CC=CC1=2)=[N+](C)C)C.[B-](F)(F)(F)F.CCN(C(C)C)C(C)C.Cl, predict the reaction product. The product is: [NH2:19][C:18]1[N:17]=[CH:16][C:15]2[C:20]([C:23]3[CH2:24][CH2:25][N:26]([C:41]([C@:37]4([CH3:44])[CH2:38][CH2:39][CH2:40][NH:36]4)=[O:42])[CH2:27][CH:28]=3)=[CH:21][O:22][C:14]=2[C:13]=1[O:12][C@@H:10]([C:3]1[C:4]([Cl:9])=[CH:5][CH:6]=[C:7]([F:8])[C:2]=1[Cl:1])[CH3:11]. (4) The product is: [CH2:13]([O:12][CH2:11][CH2:10][CH:8]1[CH2:9][C:6]([C:4]([OH:5])=[O:3])=[CH:7]1)[C:14]1[CH:19]=[CH:18][CH:17]=[CH:16][CH:15]=1. Given the reactants C([O:3][C:4]([CH:6]1[CH2:9][CH:8]([CH2:10][CH2:11][O:12][CH2:13][C:14]2[CH:19]=[CH:18][CH:17]=[CH:16][CH:15]=2)[CH:7]1N1CCCCC1)=[O:5])C.O.[OH-].[K+], predict the reaction product. (5) Given the reactants [C:1]([N:4]1[CH2:9][CH2:8][CH:7]([C:10]([N:12]2[CH2:17][CH2:16][C@@H:15]([NH:18][CH3:19])[C@H:14]([C:20]3[CH:25]=[CH:24][C:23]([Cl:26])=[C:22]([Cl:27])[CH:21]=3)[CH2:13]2)=[O:11])[CH2:6][CH2:5]1)(=[O:3])[CH3:2].[C:28]1([C:34]2[O:38][N:37]=[C:36]([C:39]([OH:41])=O)[CH:35]=2)[CH:33]=[CH:32][CH:31]=[CH:30][CH:29]=1, predict the reaction product. The product is: [C:1]([N:4]1[CH2:5][CH2:6][CH:7]([C:10]([N:12]2[CH2:17][CH2:16][C@@H:15]([N:18]([CH3:19])[C:39]([C:36]3[CH:35]=[C:34]([C:28]4[CH:29]=[CH:30][CH:31]=[CH:32][CH:33]=4)[O:38][N:37]=3)=[O:41])[C@H:14]([C:20]3[CH:25]=[CH:24][C:23]([Cl:26])=[C:22]([Cl:27])[CH:21]=3)[CH2:13]2)=[O:11])[CH2:8][CH2:9]1)(=[O:3])[CH3:2]. (6) Given the reactants [H-].[Na+].[C:3]([CH2:5]P(=O)(OCC)OCC)#[N:4].[F:14][C:15]1[CH:24]=[CH:23][C:22]([F:25])=[C:21]2[C:16]=1[C:17]1([S:31]([C:34]3[CH:39]=[CH:38][C:37]([C:40]([F:43])([F:42])[F:41])=[CH:36][CH:35]=3)(=[O:33])=[O:32])[CH2:29][CH2:28][C:27](=O)[CH2:26][CH:18]1[CH2:19][O:20]2.[NH4+].[Cl-], predict the reaction product. The product is: [F:14][C:15]1[CH:24]=[CH:23][C:22]([F:25])=[C:21]2[C:16]=1[C:17]1([S:31]([C:34]3[CH:35]=[CH:36][C:37]([C:40]([F:43])([F:41])[F:42])=[CH:38][CH:39]=3)(=[O:33])=[O:32])[CH2:29][CH2:28][C:27](=[CH:5][C:3]#[N:4])[CH2:26][CH:18]1[CH2:19][O:20]2.